From a dataset of Reaction yield outcomes from USPTO patents with 853,638 reactions. Predict the reaction yield, written as a fraction of the theoretical maximum amount of product (1.0 means a 100% yield; for example, 0.34 means a 34% yield). (1) The reactants are [NH2:1][C@H:2]1[C:11]2[C:6](=[CH:7][CH:8]=[CH:9][CH:10]=2)[N:5]([C:12]([C:14]2[CH:19]=[CH:18][C:17]([F:20])=[CH:16][CH:15]=2)=[O:13])[C@@H:4]([CH3:21])[CH2:3]1.[Cl:22][C:23]1[CH:28]=[CH:27][C:26](B(O)O)=[CH:25][CH:24]=1.N1C=CC=CC=1.[C:38](OCC)(=[O:40])[CH3:39]. The catalyst is CN(C=O)C.C([O-])(=O)C.[Cu+2].C([O-])(=O)C. The product is [Cl:22][C:23]1[CH:28]=[CH:27][C:26]([N:1]([C@H:2]2[C:11]3[C:6](=[CH:7][CH:8]=[CH:9][CH:10]=3)[N:5]([C:12](=[O:13])[C:14]3[CH:15]=[CH:16][C:17]([F:20])=[CH:18][CH:19]=3)[C@@H:4]([CH3:21])[CH2:3]2)[C:38](=[O:40])[CH3:39])=[CH:25][CH:24]=1. The yield is 0.180. (2) The reactants are [CH2:1]1[C:9]2[C:4](=[CH:5][CH:6]=[C:7]([C:10]3([C:13]#N)[CH2:12][CH2:11]3)[CH:8]=2)[CH2:3][CH2:2]1.[OH-:15].[Na+].Cl.C[OH:19]. No catalyst specified. The product is [CH2:1]1[C:9]2[C:4](=[CH:5][CH:6]=[C:7]([C:10]3([C:13]([OH:19])=[O:15])[CH2:12][CH2:11]3)[CH:8]=2)[CH2:3][CH2:2]1. The yield is 0.470. (3) The reactants are [Cl:1][C:2]1[CH:3]=[C:4]([NH2:10])[C:5]([NH2:9])=[CH:6][C:7]=1[CH3:8].[CH:11](O)=O. No catalyst specified. The product is [Cl:1][C:2]1[C:7]([CH3:8])=[CH:6][C:5]2[NH:9][CH:11]=[N:10][C:4]=2[CH:3]=1. The yield is 1.00. (4) The reactants are [Cl:1][C:2]1[CH:7]=[C:6]([NH:8][C:9]2[CH:14]=[CH:13][CH:12]=[C:11]([N+:15]([O-:17])=[O:16])[CH:10]=2)[CH:5]=[CH:4][N:3]=1.CCN(CC)CC.[O:25](C(OC(C)(C)C)=O)[C:26]([O:28][C:29]([CH3:32])([CH3:31])[CH3:30])=O. The catalyst is C1COCC1.CN(C1C=CN=CC=1)C. The product is [Cl:1][C:2]1[CH:7]=[C:6]([N:8]([C:9]2[CH:14]=[CH:13][CH:12]=[C:11]([N+:15]([O-:17])=[O:16])[CH:10]=2)[C:26](=[O:25])[O:28][C:29]([CH3:32])([CH3:31])[CH3:30])[CH:5]=[CH:4][N:3]=1. The yield is 0.965. (5) The reactants are C[O:2][C:3]([C:5]1([C:8]2[CH:13]=[CH:12][C:11]([C:14]3[CH:19]=[CH:18][C:17]([N:20]4[C:24]([NH:25][C:26]([O:28][C@H:29]([CH3:33])[CH:30]([CH3:32])[CH3:31])=[O:27])=[C:23]([CH3:34])[N:22]=[N:21]4)=[CH:16][CH:15]=3)=[CH:10][CH:9]=2)[CH2:7][CH2:6]1)=[O:4].C1COCC1.[Li+].[OH-].Cl. The catalyst is O. The product is [CH3:33][C@@H:29]([O:28][C:26]([NH:25][C:24]1[N:20]([C:17]2[CH:18]=[CH:19][C:14]([C:11]3[CH:10]=[CH:9][C:8]([C:5]4([C:3]([OH:4])=[O:2])[CH2:7][CH2:6]4)=[CH:13][CH:12]=3)=[CH:15][CH:16]=2)[N:21]=[N:22][C:23]=1[CH3:34])=[O:27])[CH:30]([CH3:31])[CH3:32]. The yield is 0.583. (6) The reactants are C([N:8]1[CH2:13][CH2:12][N:11]2[CH2:14][C@H:15]([CH2:18][N:19]3[C:27]4[C:22](=[CH:23][CH:24]=[CH:25][CH:26]=4)[CH2:21][C:20]3=[O:28])[CH2:16][CH2:17][C@H:10]2[CH2:9]1)(OC(C)(C)C)=O.Cl. The catalyst is C(Cl)(Cl)Cl.C(OCC)C. The product is [CH2:9]1[NH:8][CH2:13][CH2:12][N:11]2[CH2:14][C@H:15]([CH2:18][N:19]3[C:27]4[C:22](=[CH:23][CH:24]=[CH:25][CH:26]=4)[CH2:21][C:20]3=[O:28])[CH2:16][CH2:17][C@@H:10]12. The yield is 1.00. (7) No catalyst specified. The yield is 1.00. The product is [C:2]([C:4]1[C:16]([N+:17]([O-:19])=[O:18])=[CH:15][CH:14]=[CH:13][C:5]=1[O:6][CH2:7][C@H:8]1[CH2:12][CH2:11][CH2:10][N:9]1[C:25]([NH:24][C:20]([CH3:23])([CH3:22])[CH3:21])=[O:26])#[N:3]. The reactants are [Cl-].[C:2]([C:4]1[C:16]([N+:17]([O-:19])=[O:18])=[CH:15][CH:14]=[CH:13][C:5]=1[O:6][CH2:7][C@H:8]1[CH2:12][CH2:11][CH2:10][NH2+:9]1)#[N:3].[C:20]([N:24]=[C:25]=[O:26])([CH3:23])([CH3:22])[CH3:21]. (8) The reactants are [CH2:1]([CH:3]1[CH2:7][CH:6]([C:8](OC)=[O:9])[CH2:5][CH:4]1[C:12]([OH:14])=[O:13])[CH3:2].[Li+].[BH4-].O. The catalyst is C1COCC1. The product is [CH2:1]([CH:3]1[CH2:7][CH:6]([CH2:8][OH:9])[CH2:5][CH:4]1[C:12]([OH:14])=[O:13])[CH3:2]. The yield is 1.00. (9) The reactants are Br[C:2]1[CH:7]=[C:6]([O:8][CH3:9])[C:5](Br)=[CH:4][C:3]=1[O:11][CH3:12].C1(P([C:26]2[CH:31]=CC=CC=2)C2C=CC=CC=2)C=CC=CC=1.CCN(C(C)C)C(C)C.[CH3:41][Si:42]([C:45]#[CH:46])([CH3:44])[CH3:43]. The catalyst is Cl[Pd](Cl)([P](C1C=CC=CC=1)(C1C=CC=CC=1)C1C=CC=CC=1)[P](C1C=CC=CC=1)(C1C=CC=CC=1)C1C=CC=CC=1.[Cu]I.C1COCC1. The product is [CH3:12][O:11][C:3]1[CH:4]=[C:5]([C:46]#[C:45][Si:42]([CH3:44])([CH3:43])[CH3:41])[C:6]([O:8][CH3:9])=[CH:7][C:2]=1[C:26]#[C:31][Si:42]([CH3:44])([CH3:43])[CH3:41]. The yield is 0.790.